This data is from Reaction yield outcomes from USPTO patents with 853,638 reactions. The task is: Predict the reaction yield, written as a fraction of the theoretical maximum amount of product (1.0 means a 100% yield; for example, 0.34 means a 34% yield). (1) The reactants are CC1(C)COB(B2OCC(C)(C)CO2)OC1.C([O-])(=O)C.[K+].Br[C:23]1[CH:28]=[CH:27][C:26]([CH:29]2[CH2:34][CH2:33][N:32]([C:35](=[O:37])[CH3:36])[CH2:31][CH2:30]2)=[CH:25][CH:24]=1.Br[C:39]1[CH:40]=[C:41]2[C:45](=[CH:46][C:47]=1[Cl:48])[NH:44][N:43]=[C:42]2[C:49]([OH:51])=[O:50].C(=O)([O-])[O-].[K+].[K+]. The catalyst is O1CCOCC1.C1(C)C=CC=CC=1.CCO.C1C=CC(P(C2C=CC=CC=2)[C-]2C=CC=C2)=CC=1.C1C=CC(P(C2C=CC=CC=2)[C-]2C=CC=C2)=CC=1.Cl[Pd]Cl.[Fe+2].ClCCl. The product is [C:35]([N:32]1[CH2:33][CH2:34][CH:29]([C:26]2[CH:27]=[CH:28][C:23]([C:39]3[CH:40]=[C:41]4[C:45](=[CH:46][C:47]=3[Cl:48])[NH:44][N:43]=[C:42]4[C:49]([OH:51])=[O:50])=[CH:24][CH:25]=2)[CH2:30][CH2:31]1)(=[O:37])[CH3:36]. The yield is 0.150. (2) The reactants are [C:1]([O:5][C:6]([NH:8][C@H:9]([C:34]([O:36][CH3:37])=[O:35])[CH2:10][C:11]1[S:12][C:13]([CH:16]=[CH:17][CH2:18][C:19]2[CH:24]=[CH:23][CH:22]=[C:21]([N:25]([C:27]([O:29][C:30]([CH3:33])([CH3:32])[CH3:31])=[O:28])[CH3:26])[N:20]=2)=[CH:14][CH:15]=1)=[O:7])([CH3:4])([CH3:3])[CH3:2]. The catalyst is C(O)C.[Pd]. The product is [C:1]([O:5][C:6]([NH:8][C@H:9]([C:34]([O:36][CH3:37])=[O:35])[CH2:10][C:11]1[S:12][C:13]([CH2:16][CH2:17][CH2:18][C:19]2[CH:24]=[CH:23][CH:22]=[C:21]([N:25]([C:27]([O:29][C:30]([CH3:32])([CH3:31])[CH3:33])=[O:28])[CH3:26])[N:20]=2)=[CH:14][CH:15]=1)=[O:7])([CH3:4])([CH3:2])[CH3:3]. The yield is 0.990. (3) The reactants are [F:1][C:2]1[CH:8]=[CH:7][C:6]([F:9])=[CH:5][C:3]=1[NH2:4].Cl.[N:11]([O-])=O.[Na+].C([O-])(=O)C.[K+].[C:20]([CH2:23][C:24](=[O:26])[CH3:25])(=[O:22])[CH3:21]. The catalyst is O.CC(O)=O. The product is [F:1][C:2]1[CH:8]=[CH:7][C:6]([F:9])=[CH:5][C:3]=1[NH:4][N:11]=[C:23]([C:24](=[O:26])[CH3:25])[C:20](=[O:22])[CH3:21]. The yield is 0.670. (4) The reactants are C([O:3][C:4](=O)[CH2:5][C:6]1[CH:11]=[CH:10][CH:9]=[CH:8][N:7]=1)C.C1(C)C=CC=CC=1.O.[NH2:21][NH2:22].C(O)C. No catalyst specified. The product is [N:7]1[CH:8]=[CH:9][CH:10]=[CH:11][C:6]=1[CH2:5][C:4]([NH:21][NH2:22])=[O:3]. The yield is 0.710. (5) The reactants are C[O:2][C:3]1[C:8]([C:9]2[CH:14]=[CH:13][C:12]([C@H:15]([N:17]3[C:25](=[O:26])[C:24]4[C:19](=[CH:20][CH:21]=[CH:22][CH:23]=4)[C:18]3=[O:27])[CH3:16])=[CH:11][CH:10]=2)=[CH:7][CH:6]=[CH:5][N:4]=1.Cl. The catalyst is N1C=CC=CC=1. The product is [OH:2][C:3]1[C:8]([C:9]2[CH:10]=[CH:11][C:12]([C@H:15]([N:17]3[C:25](=[O:26])[C:24]4[C:19](=[CH:20][CH:21]=[CH:22][CH:23]=4)[C:18]3=[O:27])[CH3:16])=[CH:13][CH:14]=2)=[CH:7][CH:6]=[CH:5][N:4]=1. The yield is 1.03. (6) The reactants are Br[C:2]1[N:7]=[C:6]2[N:8]([C@H:12]([C:14]3[CH:19]=[CH:18][CH:17]=[CH:16][CH:15]=3)[CH3:13])[C:9]([OH:11])=[N:10][C:5]2=[N:4][CH:3]=1.[CH:20](B(O)O)=[CH2:21]. No catalyst specified. The product is [C:14]1([C@@H:12]([N:8]2[C:6]3=[N:7][C:2]([CH:20]=[CH2:21])=[CH:3][N:4]=[C:5]3[N:10]=[C:9]2[OH:11])[CH3:13])[CH:19]=[CH:18][CH:17]=[CH:16][CH:15]=1. The yield is 0.540. (7) No catalyst specified. The yield is 0.830. The reactants are [Cl:1][C:2]1[CH:7]=[C:6]([NH:8][CH:9]2[CH2:13][CH2:12][CH2:11][CH2:10]2)[N:5]2[N:14]=[C:15]([C:26]3[CH:31]=[CH:30][C:29]([O:32][CH3:33])=[CH:28][CH:27]=3)[C:16]([C:17]3[CH:22]=[CH:21][N:20]=[C:19](S(C)=O)[N:18]=3)=[C:4]2[CH:3]=1.C(OCC)(=O)C.[CH:40]1([NH2:43])[CH2:42][CH2:41]1. The product is [Cl:1][C:2]1[CH:7]=[C:6]([NH:8][CH:9]2[CH2:13][CH2:12][CH2:11][CH2:10]2)[N:5]2[N:14]=[C:15]([C:26]3[CH:31]=[CH:30][C:29]([O:32][CH3:33])=[CH:28][CH:27]=3)[C:16]([C:17]3[CH:22]=[CH:21][N:20]=[C:19]([NH:43][CH:40]4[CH2:42][CH2:41]4)[N:18]=3)=[C:4]2[CH:3]=1.